This data is from Full USPTO retrosynthesis dataset with 1.9M reactions from patents (1976-2016). The task is: Predict the reactants needed to synthesize the given product. Given the product [Cl:1][C:2]1[C:3]([CH3:11])=[C:4]([CH2:8][C:9]([OH:15])=[O:12])[CH:5]=[CH:6][CH:7]=1, predict the reactants needed to synthesize it. The reactants are: [Cl:1][C:2]1[C:3]([CH3:11])=[C:4]([CH2:8][C:9]#N)[CH:5]=[CH:6][CH:7]=1.[OH-:12].[K+].C[OH:15].